This data is from Forward reaction prediction with 1.9M reactions from USPTO patents (1976-2016). The task is: Predict the product of the given reaction. (1) Given the reactants [F:1][C:2]([F:20])([F:19])[C:3]1[CH:4]=[C:5]([C:13]([CH3:18])([CH3:17])[C:14](Cl)=[O:15])[CH:6]=[C:7]([C:9]([F:12])([F:11])[F:10])[CH:8]=1.[CH2:21]([N:28]1[CH2:32][C@@H:31]([C:33]2[CH:38]=[CH:37][CH:36]=[CH:35][CH:34]=2)[C@H:30]([NH:39][CH3:40])[CH2:29]1)[C:22]1[CH:27]=[CH:26][CH:25]=[CH:24][CH:23]=1.C(N(C(C)C)C(C)C)C, predict the reaction product. The product is: [CH2:21]([N:28]1[CH2:32][C@@H:31]([C:33]2[CH:34]=[CH:35][CH:36]=[CH:37][CH:38]=2)[C@H:30]([N:39]([CH3:40])[C:14](=[O:15])[C:13]([C:5]2[CH:4]=[C:3]([C:2]([F:20])([F:19])[F:1])[CH:8]=[C:7]([C:9]([F:12])([F:11])[F:10])[CH:6]=2)([CH3:18])[CH3:17])[CH2:29]1)[C:22]1[CH:23]=[CH:24][CH:25]=[CH:26][CH:27]=1. (2) The product is: [CH3:13][C:10]1([CH3:14])[O:9][CH:8]([C:5]2[CH:6]=[CH:7][C:2]([CH:15]=[CH2:16])=[N:3][CH:4]=2)[CH2:12][O:11]1. Given the reactants Br[C:2]1[CH:7]=[CH:6][C:5]([CH:8]2[CH2:12][O:11][C:10]([CH3:14])([CH3:13])[O:9]2)=[CH:4][N:3]=1.[CH2:15]([Sn](CCCC)(CCCC)C=C)[CH2:16]CC, predict the reaction product. (3) Given the reactants [C:1]1([CH2:7][C:8]([NH2:10])=[O:9])[CH:6]=[CH:5][CH:4]=[CH:3][CH:2]=1.C(Cl)(=O)[C:12](Cl)=[O:13], predict the reaction product. The product is: [C:1]1([CH2:7][C:8]([N:10]=[C:12]=[O:13])=[O:9])[CH:6]=[CH:5][CH:4]=[CH:3][CH:2]=1. (4) Given the reactants [NH:1]1[CH2:5][CH2:4][CH2:3][CH2:2]1.Cl[Si:7]([CH3:10])([CH3:9])[CH3:8], predict the reaction product. The product is: [CH3:8][Si:7]([CH3:10])([CH3:9])[N:1]1[CH2:5][CH2:4][CH2:3][CH2:2]1. (5) Given the reactants [F:1][C:2]([F:11])([F:10])[C:3]1[CH:4]=[C:5]([CH:7]=[CH:8][CH:9]=1)[NH2:6].C(O[CH2:15][CH:16]([C:22]([O:24][CH2:25][CH3:26])=[O:23])[C:17]([O:19][CH2:20][CH3:21])=[O:18])C, predict the reaction product. The product is: [F:1][C:2]([F:10])([F:11])[C:3]1[CH:4]=[C:5]([CH:7]=[CH:8][CH:9]=1)[NH:6][CH:15]=[C:16]([C:17]([O:19][CH2:20][CH3:21])=[O:18])[C:22]([O:24][CH2:25][CH3:26])=[O:23]. (6) Given the reactants Br[C:2]1[CH:19]=[CH:18][C:5]2[C:6]([CH:15]([CH3:17])[CH3:16])=[N:7][C:8]3[CH:9]=[CH:10][NH:11][C:12](=[O:14])[C:13]=3[C:4]=2[CH:3]=1.C([PH+](C(C)(C)C)C(C)(C)C)(C)(C)C.[H+].[B-](F)(F)(F)F.[O:39]1[CH2:44][CH2:43]OCC1.C([N:48](CC)C(C)C)(C)C.C[C:55]([N:57](C)C)=[O:56], predict the reaction product. The product is: [C:44]([N:57]([C:55]([C:2]1[CH:19]=[CH:18][C:5]2[C:6]([CH:15]([CH3:17])[CH3:16])=[N:7][C:8]3[CH:9]=[CH:10][NH:11][C:12](=[O:14])[C:13]=3[C:4]=2[CH:3]=1)=[O:56])[NH2:48])(=[O:39])[CH3:43].